Task: Predict the product of the given reaction.. Dataset: Forward reaction prediction with 1.9M reactions from USPTO patents (1976-2016) (1) Given the reactants [NH2:1][C@@H:2]([C:12]([OH:14])=[O:13])[CH2:3][S:4][CH2:5][C:6]1[CH:11]=[CH:10][CH:9]=[CH:8][CH:7]=1.O.N1C=CC=CC=1.[NH:22]([C:42]([O:44][C:45]([CH3:48])([CH3:47])[CH3:46])=[O:43])[C@H:23]([C:32](ON1C(=O)CCC1=O)=[O:33])[CH2:24][C:25](=[O:31])[O:26][C:27]([CH3:30])([CH3:29])[CH3:28], predict the reaction product. The product is: [NH:22]([C:42]([O:44][C:45]([CH3:48])([CH3:47])[CH3:46])=[O:43])[C@H:23]([C:32]([NH:1][C@H:2]([C:12]([OH:14])=[O:13])[CH2:3][S:4][CH2:5][C:6]1[CH:7]=[CH:8][CH:9]=[CH:10][CH:11]=1)=[O:33])[CH2:24][C:25](=[O:31])[O:26][C:27]([CH3:30])([CH3:28])[CH3:29]. (2) Given the reactants [N:1]1([CH2:6][CH2:7][NH2:8])[CH:5]=[CH:4][CH:3]=[N:2]1.Cl[C:10]1[CH:15]=[CH:14][C:13]([N+:16]([O-:18])=[O:17])=[CH:12][N:11]=1.C(N(CC)CC)C, predict the reaction product. The product is: [N+:16]([C:13]1[CH:14]=[CH:15][C:10]([NH:8][CH2:7][CH2:6][N:1]2[CH:5]=[CH:4][CH:3]=[N:2]2)=[N:11][CH:12]=1)([O-:18])=[O:17].